This data is from Reaction yield outcomes from USPTO patents with 853,638 reactions. The task is: Predict the reaction yield, written as a fraction of the theoretical maximum amount of product (1.0 means a 100% yield; for example, 0.34 means a 34% yield). (1) The reactants are [NH2:1][C:2]1[CH:7]=[CH:6][C:5]([Cl:8])=[CH:4][N:3]=1.[CH3:9][C:10]([CH3:15])([CH3:14])[C:11](Cl)=[O:12]. The catalyst is C(Cl)Cl. The product is [Cl:8][C:5]1[CH:6]=[CH:7][C:2]([NH:1][C:11](=[O:12])[C:10]([CH3:15])([CH3:14])[CH3:9])=[N:3][CH:4]=1. The yield is 0.990. (2) The reactants are [CH3:1][C:2]1[NH:6][C:5]2[C:7]([C:17]([O:19][CH3:20])=[O:18])=[CH:8][C:9]([N:11]3[CH2:16][CH2:15][O:14][CH2:13][CH2:12]3)=[CH:10][C:4]=2[N:3]=1.Cl[CH2:22][C:23]1[CH:28]=[CH:27][C:26]([CH3:29])=[C:25]([CH3:30])[CH:24]=1.C(=O)([O-])[O-].[K+].[K+].O. The catalyst is CN(C)C=O. The product is [CH3:30][C:25]1[CH:24]=[C:23]([CH2:22][N:3]2[C:4]3[CH:10]=[C:9]([N:11]4[CH2:12][CH2:13][O:14][CH2:15][CH2:16]4)[CH:8]=[C:7]([C:17]([O:19][CH3:20])=[O:18])[C:5]=3[N:6]=[C:2]2[CH3:1])[CH:28]=[CH:27][C:26]=1[CH3:29]. The yield is 0.760. (3) The reactants are C([O:5][C:6]([N:8]1[CH2:12][CH2:11][CH2:10][CH:9]1[C:13]1[NH:14][C:15]([C:18]2[CH:27]=[CH:26][C:25]3[C:20](=[CH:21][CH:22]=[C:23]([C:28]4[CH:29]=[C:30]5[C:54](=[CH:55][CH:56]=4)[C:34]4[NH:35][C:36]([CH:38]6[CH2:42][CH2:41][CH2:40][N:39]6[C:43](=[O:53])[CH:44]([NH:48][C:49]([O:51][CH3:52])=[O:50])[CH:45]([CH3:47])[CH3:46])=[N:37][C:33]=4[CH:32]=[CH:31]5)[CH:24]=3)[CH:19]=2)=[CH:16][N:17]=1)=O)(C)(C)C.COC(=O)NC(C(N1CCCC1C1[NH:73][C:74]([C:77]2[CH:86]=[CH:85][C:84]3[C:79](=CC=C([C:84]4[CH:85]=[CH:86][C:77]([C:74]5[NH:73]C(C6CCCN6C(=O)C(N)C6C=CC=CC=6)=NC=5)=[CH:78][CH:79]=4)C=3)[CH:78]=2)=CN=1)=O)C(C)C.C(OC(N1CCCC1C1NC(C2C=CC(C3C=CC4C(=CC=C(C5NC(C6CCCN6C(=O)C(NC(OC)=O)C(C)C)=NC=5)C=4)C=3)=CC=2)=CN=1)=O)(C)(C)C. The yield is 0.350. No catalyst specified. The product is [CH3:52][O:51][C:49](=[O:50])[NH:48][CH:44]([C:43]([N:39]1[CH2:40][CH2:41][CH2:42][CH:38]1[C:36]1[NH:35][C:34]2[C:54]3[C:30]([CH:31]=[CH:32][C:33]=2[N:37]=1)=[CH:29][C:28]([C:23]1[CH:22]=[CH:21][C:20]2[C:25](=[CH:26][CH:27]=[C:18]([C:15]4[NH:14][C:13]([CH:9]5[CH2:10][CH2:11][CH2:12][N:8]5[C:6](=[O:5])[CH:74]([NH2:73])[C:77]5[CH:86]=[CH:85][CH:84]=[CH:79][CH:78]=5)=[N:17][CH:16]=4)[CH:19]=2)[CH:24]=1)=[CH:56][CH:55]=3)=[O:53])[CH:45]([CH3:46])[CH3:47]. (4) The reactants are [SH:1][C:2]1[CH:11]=[C:10]2[C:5]([C:6]([Br:16])=[N:7][N:8]([CH:13]([CH3:15])[CH3:14])[C:9]2=[O:12])=[CH:4][CH:3]=1.[H-].[Na+].[CH3:19]I. The product is [CH3:19][S:1][C:2]1[CH:11]=[C:10]2[C:5]([C:6]([Br:16])=[N:7][N:8]([CH:13]([CH3:14])[CH3:15])[C:9]2=[O:12])=[CH:4][CH:3]=1. The catalyst is C1COCC1. The yield is 0.540. (5) The reactants are [CH3:1][C:2]1[C:3]([NH:8][C:9]2[C:18]3[C:13](=[CH:14][C:15]([O:26][CH3:27])=[C:16]([S:19][CH:20]4[CH2:25][CH2:24][O:23][CH2:22][CH2:21]4)[CH:17]=3)[N:12]=[CH:11][CH:10]=2)=[N:4][NH:5][C:6]=1[CH3:7].[OH:28]OS([O-])=O.[K+].[OH2:34]. The catalyst is C1COCC1. The product is [CH3:1][C:2]1[C:3]([NH:8][C:9]2[C:18]3[C:13](=[CH:14][C:15]([O:26][CH3:27])=[C:16]([S:19]([CH:20]4[CH2:25][CH2:24][O:23][CH2:22][CH2:21]4)(=[O:28])=[O:34])[CH:17]=3)[N:12]=[CH:11][CH:10]=2)=[N:4][NH:5][C:6]=1[CH3:7]. The yield is 0.170. (6) The reactants are [CH3:1][O:2][C:3]1[CH:4]=[C:5]([CH:8]=[C:9]([O:13][CH3:14])[C:10]=1[O:11][CH3:12])[CH:6]=O.[NH2:15][C:16]1[NH:20][N:19]=[CH:18][C:17]=1[C:21]#[N:22].[CH:23]1([N+:28]#[C-:29])[CH2:27][CH2:26][CH2:25][CH2:24]1.Cl(O)(=O)(=O)=O. The catalyst is CO. The product is [CH:23]1([NH:28][C:29]2[N:20]3[N:19]=[CH:18][C:17]([C:21]#[N:22])=[C:16]3[NH:15][C:6]=2[C:5]2[CH:4]=[C:3]([O:2][CH3:1])[C:10]([O:11][CH3:12])=[C:9]([O:13][CH3:14])[CH:8]=2)[CH2:27][CH2:26][CH2:25][CH2:24]1. The yield is 0.320. (7) The reactants are [C:1]([C:3]1[C:4]([C:20]([F:23])([F:22])[F:21])=[C:5]2[C:9](=[CH:10][CH:11]=1)[N:8]([CH2:12][C:13](=[NH:16])[NH:14][OH:15])[C:7]([CH2:17][CH2:18][CH3:19])=[CH:6]2)#[N:2].[F:24][C:25]1[CH:33]=[CH:32][C:31]([C:34]([F:37])([F:36])[F:35])=[CH:30][C:26]=1[C:27](Cl)=O.C(N(CC)C(C)C)(C)C. The catalyst is C(#N)C. The product is [F:24][C:25]1[CH:33]=[CH:32][C:31]([C:34]([F:35])([F:36])[F:37])=[CH:30][C:26]=1[C:27]1[O:15][N:14]=[C:13]([CH2:12][N:8]2[C:9]3[C:5](=[C:4]([C:20]([F:22])([F:23])[F:21])[C:3]([C:1]#[N:2])=[CH:11][CH:10]=3)[CH:6]=[C:7]2[CH2:17][CH2:18][CH3:19])[N:16]=1. The yield is 0.450. (8) The reactants are C(P1(=O)OP(CCC)(=O)OP(CCC)(=O)O1)CC.CCOC(C)=O.FC(F)(F)C(O)=O.[N:32]1([C:41](=[O:48])/[CH:42]=[CH:43]/[C@@H:44]([NH2:47])[CH2:45][CH3:46])[C:40]2[C:35](=[CH:36][CH:37]=[CH:38][CH:39]=2)[CH2:34][CH2:33]1.[C:49]([O:53][C:54]([NH:56][C:57]1([C:63](O)=[O:64])[CH2:62][CH2:61][O:60][CH2:59][CH2:58]1)=[O:55])([CH3:52])([CH3:51])[CH3:50].CCN(CC)CC. The catalyst is C(Cl)Cl. The product is [N:32]1([C:41](=[O:48])/[CH:42]=[CH:43]/[C@@H:44]([NH:47][C:63]([C:57]2([NH:56][C:54](=[O:55])[O:53][C:49]([CH3:51])([CH3:50])[CH3:52])[CH2:58][CH2:59][O:60][CH2:61][CH2:62]2)=[O:64])[CH2:45][CH3:46])[C:40]2[C:35](=[CH:36][CH:37]=[CH:38][CH:39]=2)[CH2:34][CH2:33]1. The yield is 0.380. (9) The reactants are [NH2:1][C:2]1[CH:3]=[C:4]([CH:7]=[CH:8][C:9]=1[NH:10][C:11]1[CH:16]=[CH:15][CH:14]=[C:13]([Br:17])[CH:12]=1)[C:5]#[N:6].[CH2:18](OC(OCC)OCC)C.CC1C=CC(S(O)(=O)=O)=CC=1. The catalyst is C1COCC1.C(Cl)Cl. The product is [Br:17][C:13]1[CH:12]=[C:11]([N:10]2[C:9]3[CH:8]=[CH:7][C:4]([C:5]#[N:6])=[CH:3][C:2]=3[N:1]=[CH:18]2)[CH:16]=[CH:15][CH:14]=1. The yield is 0.960. (10) The reactants are [CH:1]1([C:6]2[C:14]3[C:9](=[CH:10][CH:11]=[CH:12][CH:13]=3)[NH:8][N:7]=2)[CH2:5][CH2:4][CH2:3][CH2:2]1.C(N(CC)CC)C.[CH3:22][O:23][C:24](=[O:35])[C:25]1[CH:30]=[CH:29][C:28]([S:31](Cl)(=[O:33])=[O:32])=[CH:27][CH:26]=1. The catalyst is ClCCl. The product is [CH3:22][O:23][C:24](=[O:35])[C:25]1[CH:26]=[CH:27][C:28]([S:31]([N:8]2[C:9]3[C:14](=[CH:13][CH:12]=[CH:11][CH:10]=3)[C:6]([CH:1]3[CH2:2][CH2:3][CH2:4][CH2:5]3)=[N:7]2)(=[O:32])=[O:33])=[CH:29][CH:30]=1. The yield is 0.485.